This data is from Catalyst prediction with 721,799 reactions and 888 catalyst types from USPTO. The task is: Predict which catalyst facilitates the given reaction. (1) Reactant: Cl.[CH3:2][O:3][C:4](=[O:13])[CH2:5][C:6]1[CH:11]=[CH:10][CH:9]=[C:8]([NH2:12])[CH:7]=1.C(N(C(C)C)CC)(C)C.Cl[CH2:24][CH2:25][N:26]=[C:27]=[O:28].[Cl-].[NH4+]. Product: [CH3:2][O:3][C:4](=[O:13])[CH2:5][C:6]1[CH:11]=[CH:10][CH:9]=[C:8]([N:12]2[CH2:24][CH2:25][NH:26][C:27]2=[O:28])[CH:7]=1. The catalyst class is: 4. (2) Reactant: [C:1]1(B(O)O)[C:9]([CH3:10])=[C:7]([CH3:8])[CH:6]=[C:4]([CH3:5])[C:2]=1[CH3:3].[CH2:14](O)[CH2:15][CH2:16]O.Br[C:20]1[CH:32]=[CH:31][C:30]2[C:29]3[C:24](=[CH:25][C:26](Br)=[CH:27][CH:28]=3)[C:23]([CH2:41][CH2:42][CH2:43][CH2:44][CH2:45][CH2:46][CH3:47])([CH2:34][CH2:35][CH2:36][CH2:37][CH2:38][CH2:39][CH3:40])[C:22]=2[CH:21]=1.C([O-])([O-])=O.[K+].[K+]. Product: [CH3:3][C:2]1[C:4]([CH3:5])=[CH:6][C:7]([CH3:8])=[C:9]([CH3:10])[C:1]=1[C:20]1[CH:32]=[CH:31][C:30]2[C:29]3[C:24](=[CH:25][C:26]([C:14]4[C:4]([CH3:5])=[C:2]([CH3:3])[CH:1]=[C:9]([CH3:7])[C:15]=4[CH3:16])=[CH:27][CH:28]=3)[C:23]([CH2:41][CH2:42][CH2:43][CH2:44][CH2:45][CH2:46][CH3:47])([CH2:34][CH2:35][CH2:36][CH2:37][CH2:38][CH2:39][CH3:40])[C:22]=2[CH:21]=1. The catalyst class is: 226. (3) Reactant: C12([C:11]3[CH:12]=[C:13]([Br:19])[CH:14]=[C:15]([F:18])[C:16]=3O)CC3CC(CC(C3)C1)C2.C(N(CC)CC)C.[Si:27](Cl)([C:30]([CH3:33])([CH3:32])[CH3:31])([CH3:29])[CH3:28].[OH2:35]. Product: [Si:27]([O:35][C:12]1[CH:11]=[CH:16][C:15]([F:18])=[CH:14][C:13]=1[Br:19])([C:30]([CH3:33])([CH3:32])[CH3:31])([CH3:29])[CH3:28]. The catalyst class is: 241. (4) Reactant: N1C=C(C)C=C(C)C=1.S(Cl)(=O)(=O)N.[CH3:14][O:15][C:16]1[CH:17]=[C:18]([NH:26][S:27](Cl)(=[O:29])=[O:28])[CH:19]=[C:20]([O:24][CH3:25])[C:21]=1[O:22][CH3:23].[C:31]1([CH2:37][CH2:38][CH2:39][CH2:40][NH:41][C:42]([C@@H:44]2[CH2:49][CH2:48][CH2:47][CH2:46][NH:45]2)=[O:43])[CH:36]=[CH:35][CH:34]=[CH:33][CH:32]=1. Product: [C:31]1([CH2:37][CH2:38][CH2:39][CH2:40][NH:41][C:42]([C@@H:44]2[CH2:49][CH2:48][CH2:47][CH2:46][N:45]2[S:27](=[O:29])(=[O:28])[NH:26][C:18]2[CH:17]=[C:16]([O:15][CH3:14])[C:21]([O:22][CH3:23])=[C:20]([O:24][CH3:25])[CH:19]=2)=[O:43])[CH:32]=[CH:33][CH:34]=[CH:35][CH:36]=1. The catalyst class is: 25.